Dataset: Forward reaction prediction with 1.9M reactions from USPTO patents (1976-2016). Task: Predict the product of the given reaction. The product is: [CH3:22][C:3]1([NH:2][C:24]2[CH:29]=[N:28][C:27]([C:30]([F:33])([F:32])[F:31])=[CH:26][N:25]=2)[CH2:7][CH2:6][CH2:5][CH:4]1[NH:8][C:9](=[O:21])[C:10]1[CH:15]=[CH:14][CH:13]=[CH:12][C:11]=1[N:16]1[N:17]=[CH:18][CH:19]=[N:20]1. Given the reactants Cl.[NH2:2][C:3]1([CH3:22])[CH2:7][CH2:6][CH2:5][CH:4]1[NH:8][C:9](=[O:21])[C:10]1[CH:15]=[CH:14][CH:13]=[CH:12][C:11]=1[N:16]1[N:20]=[CH:19][CH:18]=[N:17]1.Cl[C:24]1[CH:29]=[N:28][C:27]([C:30]([F:33])([F:32])[F:31])=[CH:26][N:25]=1.CCN(C(C)C)C(C)C, predict the reaction product.